Task: Predict the reactants needed to synthesize the given product.. Dataset: Full USPTO retrosynthesis dataset with 1.9M reactions from patents (1976-2016) (1) Given the product [Cl:17][CH2:16][CH2:15][CH2:14][O:1][C:2]1[CH:3]=[C:4]([CH2:8][C:9]([O:11][CH3:12])=[O:10])[CH:5]=[CH:6][CH:7]=1, predict the reactants needed to synthesize it. The reactants are: [OH:1][C:2]1[CH:3]=[C:4]([CH2:8][C:9]([O:11][CH3:12])=[O:10])[CH:5]=[CH:6][CH:7]=1.Br[CH2:14][CH2:15][CH2:16][Cl:17].C(=O)([O-])[O-].[K+].[K+]. (2) Given the product [Cl:2][CH2:3][C:4]1[N:20]([CH:21]([CH3:28])[CH2:22][C:23]([O:25][CH2:26][CH3:27])=[O:24])[C:19]2[C:18]3[CH:17]=[CH:16][CH:15]=[CH:14][C:13]=3[N:12]=[CH:11][C:10]=2[N:9]=1, predict the reactants needed to synthesize it. The reactants are: Cl.[Cl:2][CH2:3][C:4](=N)OCC.[NH2:9][C:10]1[CH:11]=[N:12][C:13]2[C:18]([C:19]=1[NH:20][CH:21]([CH3:28])[CH2:22][C:23]([O:25][CH2:26][CH3:27])=[O:24])=[CH:17][CH:16]=[CH:15][CH:14]=2. (3) Given the product [CH3:1][O:2][C:3]1[CH:4]=[C:5]2[C:10](=[CH:11][C:12]=1[O:13][CH3:14])[N:9]=[CH:8][CH:7]=[C:6]2[O:15][C:16]1[C:22]([CH3:23])=[CH:21][C:19]([NH:20][C:32]([NH:42][CH2:41][CH2:40][NH:39][C:36](=[O:38])[CH3:37])=[S:33])=[C:18]([CH3:24])[CH:17]=1, predict the reactants needed to synthesize it. The reactants are: [CH3:1][O:2][C:3]1[CH:4]=[C:5]2[C:10](=[CH:11][C:12]=1[O:13][CH3:14])[N:9]=[CH:8][CH:7]=[C:6]2[O:15][C:16]1[C:22]([CH3:23])=[CH:21][C:19]([NH2:20])=[C:18]([CH3:24])[CH:17]=1.C(N(CC)CC)C.[C:32](Cl)(Cl)=[S:33].[C:36]([NH:39][CH2:40][CH2:41][NH2:42])(=[O:38])[CH3:37]. (4) Given the product [Cl:1][C:2]1[N:3]=[C:4]([C:31]2[C:32]([N:34]([CH3:39])[S:35]([CH3:38])(=[O:37])=[O:36])=[CH:33][C:23]3[O:22][C:21]([C:18]4[CH:19]=[CH:20][C:15]([F:14])=[CH:16][CH:17]=4)=[C:25]([C:26]([NH:28][CH3:29])=[O:27])[C:24]=3[CH:30]=2)[CH:5]=[CH:6][C:7]=1/[CH:8]=[CH:9]/[O:10][CH2:11][CH3:12], predict the reactants needed to synthesize it. The reactants are: [Cl:1][C:2]1[C:7](/[CH:8]=[CH:9]/[O:10][CH2:11][CH3:12])=[CH:6][CH:5]=[C:4](Cl)[N:3]=1.[F:14][C:15]1[CH:20]=[CH:19][C:18]([C:21]2[O:22][C:23]3[CH:33]=[C:32]([N:34]([CH3:39])[S:35]([CH3:38])(=[O:37])=[O:36])[C:31](B4OC(C)(C)C(C)(C)O4)=[CH:30][C:24]=3[C:25]=2[C:26]([NH:28][CH3:29])=[O:27])=[CH:17][CH:16]=1. (5) Given the product [CH:22]([N:1]1[CH2:6][CH2:5][CH2:4][CH:3]([C:7]2[CH:20]=[C:10]3[NH:11][C:12](=[O:19])[C:13]4[C:18]([N:9]3[N:8]=2)=[CH:17][CH:16]=[CH:15][CH:14]=4)[CH2:2]1)([CH3:24])[CH3:23], predict the reactants needed to synthesize it. The reactants are: [NH:1]1[CH2:6][CH2:5][CH2:4][CH:3]([C:7]2[CH:20]=[C:10]3[NH:11][C:12](=[O:19])[C:13]4[C:18]([N:9]3[N:8]=2)=[CH:17][CH:16]=[CH:15][CH:14]=4)[CH2:2]1.I[CH:22]([CH3:24])[CH3:23].[H-].[Na+].O. (6) Given the product [Cl:1][C:2]1[N:7]=[C:6]2[NH:8][CH:9]=[CH:10][C:5]2=[CH:4][CH:3]=1, predict the reactants needed to synthesize it. The reactants are: [Cl:1][C:2]1[N:7]=[C:6]2[N:8](C(C3C=CC=CC=3)=O)[CH:9]=[CH:10][C:5]2=[CH:4][CH:3]=1.[OH-].[Na+].C(OCC)(=O)C.